Dataset: Full USPTO retrosynthesis dataset with 1.9M reactions from patents (1976-2016). Task: Predict the reactants needed to synthesize the given product. (1) Given the product [C:44]([NH:46][C:47]([N:52]1[CH2:57][CH2:56][CH2:55][C@H:54]([CH2:58][N:59]2[C:63]3[CH:64]=[CH:65][CH:66]=[CH:67][C:62]=3[N:61]=[C:60]2[CH2:68][N:69]([CH3:80])[C@@H:70]2[C:79]3[N:78]=[CH:77][CH:76]=[CH:75][C:74]=3[CH2:73][CH2:72][CH2:71]2)[CH2:53]1)=[NH:48])#[N:45], predict the reactants needed to synthesize it. The reactants are: C(N=C(N1CCC[C@H](CN2C3C=CC=CC=3N=C2CN(C)[C@@H]2C3N=CC=CC=3CCC2)C1)OC1C=CC=CC=1)#N.CNC.[C:44]([NH:46][C:47]([N:52]1[CH2:57][CH2:56][CH2:55][C@H:54]([CH2:58][N:59]2[C:63]3[CH:64]=[CH:65][CH:66]=[CH:67][C:62]=3[N:61]=[C:60]2[CH2:68][N:69]([CH3:80])[C@@H:70]2[C:79]3[N:78]=[CH:77][CH:76]=[CH:75][C:74]=3[CH2:73][CH2:72][CH2:71]2)[CH2:53]1)=[N:48]CCC)#[N:45]. (2) Given the product [Br:1][C:2]1[CH:7]=[CH:6][C:5]([S:8]([NH:12][CH2:13][C:14]2[CH:15]=[CH:16][C:17]([C:18]([OH:20])=[O:19])=[CH:21][CH:22]=2)(=[O:10])=[O:9])=[CH:4][CH:3]=1, predict the reactants needed to synthesize it. The reactants are: [Br:1][C:2]1[CH:7]=[CH:6][C:5]([S:8](Cl)(=[O:10])=[O:9])=[CH:4][CH:3]=1.[NH2:12][CH2:13][C:14]1[CH:22]=[CH:21][C:17]([C:18]([OH:20])=[O:19])=[CH:16][CH:15]=1.Cl. (3) Given the product [F:17][C:14]1[CH:15]=[CH:16][C:11]([C:8]2[O:9][CH:10]=[C:6]([CH:4]([OH:5])[CH2:3][CH2:2][NH:1][C:28](=[O:29])[C:27]3[CH:31]=[CH:32][CH:33]=[C:25]([C:22]4[N:21]=[C:20]([C:19]([F:35])([F:34])[F:18])[O:24][N:23]=4)[CH:26]=3)[N:7]=2)=[CH:12][CH:13]=1, predict the reactants needed to synthesize it. The reactants are: [NH2:1][CH2:2][CH2:3][CH:4]([C:6]1[N:7]=[C:8]([C:11]2[CH:16]=[CH:15][C:14]([F:17])=[CH:13][CH:12]=2)[O:9][CH:10]=1)[OH:5].[F:18][C:19]([F:35])([F:34])[C:20]1[O:24][N:23]=[C:22]([C:25]2[CH:26]=[C:27]([CH:31]=[CH:32][CH:33]=2)[C:28](O)=[O:29])[N:21]=1. (4) Given the product [CH:1]1([S:6][C@H:19]2[CH2:23][N:22]([C:24]([O:26][C:27]([CH3:30])([CH3:29])[CH3:28])=[O:25])[C@H:21]([C:31]([O:33][CH3:34])=[O:32])[CH2:20]2)[CH2:5][CH2:4][CH2:3][CH2:2]1, predict the reactants needed to synthesize it. The reactants are: [CH:1]1([SH:6])[CH2:5][CH2:4][CH2:3][CH2:2]1.[Na].CC1C=CC(S(O[C@@H:19]2[CH2:23][N:22]([C:24]([O:26][C:27]([CH3:30])([CH3:29])[CH3:28])=[O:25])[C@H:21]([C:31]([O:33][CH3:34])=[O:32])[CH2:20]2)(=O)=O)=CC=1. (5) Given the product [Cl:8][C:7]1[C:6]([C:9]2[CH:14]=[CH:13][C:12]([Cl:15])=[CH:11][CH:10]=2)=[CH:5][N:4]=[N:3][C:2]=1[NH:16][NH2:17].[Cl:1][C:2]1[N:3]=[N:4][CH:5]=[C:6]([C:9]2[CH:14]=[CH:13][C:12]([Cl:15])=[CH:11][CH:10]=2)[C:7]=1[NH:16][NH2:17], predict the reactants needed to synthesize it. The reactants are: [Cl:1][C:2]1[N:3]=[N:4][CH:5]=[C:6]([C:9]2[CH:14]=[CH:13][C:12]([Cl:15])=[CH:11][CH:10]=2)[C:7]=1[Cl:8].[NH2:16][NH2:17]. (6) Given the product [Cl:1][C:2]1[CH:3]=[CH:4][C:5]2[N:11]3[C:12]([CH2:15][C:16]([CH3:18])([CH3:17])[CH3:19])=[N:13][N:14]=[C:10]3[C@@H:9]([CH2:20][CH2:21][N:22]3[N:26]=[N:25][C:24]([CH2:27][C:28]([OH:30])=[O:29])=[N:23]3)[O:8][C@H:7]([C:33]3[CH:38]=[CH:37][CH:36]=[C:35]([O:39][CH3:40])[C:34]=3[O:41][CH3:42])[C:6]=2[CH:43]=1, predict the reactants needed to synthesize it. The reactants are: [Cl:1][C:2]1[CH:3]=[CH:4][C:5]2[N:11]3[C:12]([CH2:15][C:16]([CH3:19])([CH3:18])[CH3:17])=[N:13][N:14]=[C:10]3[C@@H:9]([CH2:20][CH2:21][N:22]3[N:26]=[N:25][C:24]([CH2:27][C:28]([O:30]CC)=[O:29])=[N:23]3)[O:8][C@H:7]([C:33]3[CH:38]=[CH:37][CH:36]=[C:35]([O:39][CH3:40])[C:34]=3[O:41][CH3:42])[C:6]=2[CH:43]=1.C(=O)([O-])[O-].[K+].[K+]. (7) Given the product [Cl:1][C:2]1[CH:7]=[C:6]([CH3:8])[CH:5]=[C:4]([CH3:9])[C:3]=1[N:10]=[C:11]([C:13]1[CH:14]=[CH:15][CH:16]=[C:17]([C:19](=[N:25][C:24]2[C:26]([CH3:30])=[CH:27][CH:28]=[CH:29][C:23]=2[CH3:22])[CH3:20])[N:18]=1)[CH3:12], predict the reactants needed to synthesize it. The reactants are: [Cl:1][C:2]1[CH:7]=[C:6]([CH3:8])[CH:5]=[C:4]([CH3:9])[C:3]=1[N:10]=[C:11]([C:13]1[N:18]=[C:17]([C:19](=O)[CH3:20])[CH:16]=[CH:15][CH:14]=1)[CH3:12].[CH3:22][C:23]1[CH:29]=[CH:28][CH:27]=[C:26]([CH3:30])[C:24]=1[NH2:25]. (8) Given the product [C:1]([C:4]1[CH:10]=[CH:9][C:7]([NH:8][CH2:18][CH2:19][C@@H:20]2[CH2:25][N:24]([C:26]([O:28][CH2:29][C:30]3[CH:35]=[CH:34][CH:33]=[CH:32][CH:31]=3)=[O:27])[CH2:23][CH2:22][N:21]2[C:36]([O:38][C:39]([CH3:40])([CH3:42])[CH3:41])=[O:37])=[CH:6][CH:5]=1)(=[O:3])[CH3:2], predict the reactants needed to synthesize it. The reactants are: [C:1]([C:4]1[CH:10]=[CH:9][C:7]([NH2:8])=[CH:6][CH:5]=1)(=[O:3])[CH3:2].[H-].[Na+].CS(O[CH2:18][CH2:19][C@@H:20]1[CH2:25][N:24]([C:26]([O:28][CH2:29][C:30]2[CH:35]=[CH:34][CH:33]=[CH:32][CH:31]=2)=[O:27])[CH2:23][CH2:22][N:21]1[C:36]([O:38][C:39]([CH3:42])([CH3:41])[CH3:40])=[O:37])(=O)=O.C(=O)([O-])O.[Na+]. (9) Given the product [CH3:13][O:12][C:9]1[CH:10]=[C:11]2[C:6](=[CH:7][CH:8]=1)[N:5]([C:14](=[O:16])[CH3:15])[C@@H:4]([CH3:17])[C@H:3]([CH3:18])[C@H:2]2[NH:1][C:20]1[CH:25]=[CH:24][CH:23]=[CH:22][CH:21]=1, predict the reactants needed to synthesize it. The reactants are: [NH2:1][C@H:2]1[C:11]2[C:6](=[CH:7][CH:8]=[C:9]([O:12][CH3:13])[CH:10]=2)[N:5]([C:14](=[O:16])[CH3:15])[C@@H:4]([CH3:17])[C@@H:3]1[CH3:18].Br[C:20]1[CH:25]=[CH:24][CH:23]=[CH:22][CH:21]=1.CN(C1C(C2C(P(C3CCCCC3)C3CCCCC3)=CC=CC=2)=CC=CC=1)C.CC(C)([O-])C.[Na+]. (10) Given the product [C:16]1([N:22]2[C:26]3[CH:27]=[C:28]([CH2:31][OH:32])[CH:29]=[CH:30][C:25]=3[N:24]=[CH:23]2)[CH:21]=[CH:20][CH:19]=[CH:18][CH:17]=1, predict the reactants needed to synthesize it. The reactants are: CC(C)([O-])C.[Na+].CC(C[AlH]CC(C)C)C.[C:16]1([N:22]2[C:26]3[CH:27]=[C:28]([C:31](OC)=[O:32])[CH:29]=[CH:30][C:25]=3[N:24]=[CH:23]2)[CH:21]=[CH:20][CH:19]=[CH:18][CH:17]=1.